This data is from Reaction yield outcomes from USPTO patents with 853,638 reactions. The task is: Predict the reaction yield, written as a fraction of the theoretical maximum amount of product (1.0 means a 100% yield; for example, 0.34 means a 34% yield). (1) The reactants are [CH3:1][O:2][C:3]([C:5]1[C:6]2[C:21](=O)[CH:20](Br)[CH2:19][CH2:18][CH2:17][C:7]=2[N:8](C(OC(C)(C)C)=O)[CH:9]=1)=[O:4].Cl.[C:25]([C:28]1[CH:33]=[CH:32][N:31]=[CH:30][CH:29]=1)(=[NH:27])[NH2:26].C([O-])(O)=O.[Na+].CO. The catalyst is O1CCOCC1. The product is [CH3:1][O:2][C:3]([C:5]1[C:6]2[C:21]3[N:26]=[C:25]([C:28]4[CH:33]=[CH:32][N:31]=[CH:30][CH:29]=4)[NH:27][C:20]=3[CH2:19][CH2:18][CH2:17][C:7]=2[NH:8][CH:9]=1)=[O:4]. The yield is 0.530. (2) The reactants are Br[C:2]1[CH:15]=[C:14]2[C:5]([C:6]3[CH:7]=[CH:8][C:9]([C:16]4[CH:17]=[CH:18][C:19]5[N:23]=[C:22]([C@@H:24]6[CH2:28][CH2:27][CH2:26][N:25]6[C:29]([O:31][C:32]([CH3:35])([CH3:34])[CH3:33])=[O:30])[NH:21][C:20]=5[CH:36]=4)=[CH:10][C:11]=3[CH2:12][CH2:13]2)=[CH:4][CH:3]=1.[B:37]1([B:37]2[O:41][C:40]([CH3:43])([CH3:42])[C:39]([CH3:45])([CH3:44])[O:38]2)[O:41][C:40]([CH3:43])([CH3:42])[C:39]([CH3:45])([CH3:44])[O:38]1.C([O-])(=O)C.[K+]. The catalyst is O1CCOCC1.C1C=CC(P(C2C=CC=CC=2)[C-]2C=CC=C2)=CC=1.C1C=CC(P(C2C=CC=CC=2)[C-]2C=CC=C2)=CC=1.Cl[Pd]Cl.[Fe+2]. The product is [CH3:44][C:39]1([CH3:45])[C:40]([CH3:43])([CH3:42])[O:41][B:37]([C:2]2[CH:15]=[C:14]3[C:5]([C:6]4[CH:7]=[CH:8][C:9]([C:16]5[CH:17]=[CH:18][C:19]6[N:23]=[C:22]([C@@H:24]7[CH2:28][CH2:27][CH2:26][N:25]7[C:29]([O:31][C:32]([CH3:35])([CH3:34])[CH3:33])=[O:30])[NH:21][C:20]=6[CH:36]=5)=[CH:10][C:11]=4[CH2:12][CH2:13]3)=[CH:4][CH:3]=2)[O:38]1. The yield is 0.930. (3) The reactants are [CH2:1]1[O:9][C@H:8]([CH2:10][OH:11])[C@@H:6]([OH:7])[C@H:4]([OH:5])[C:2]1=[O:3].[C:12](O)(=[O:24])[CH2:13][CH2:14][CH2:15][CH2:16][CH2:17][CH2:18][CH2:19][CH2:20][CH2:21][CH2:22][CH3:23].N1C=CC=CC=1. The catalyst is CC(C)=O. The product is [C:12]([O:11][CH2:10][C@H:8]1[O:9][CH2:1][C:2](=[O:3])[C@@H:4]([OH:5])[C@@H:6]1[OH:7])(=[O:24])[CH2:13][CH2:14][CH2:15][CH2:16][CH2:17][CH2:18][CH2:19][CH2:20][CH2:21][CH2:22][CH3:23]. The yield is 0.670. (4) The reactants are C1(P(C2CCCCC2)C2C=CC=CC=2C2C(OC)=CC=CC=2OC)CCCCC1.P([O-])([O-])([O-])=O.[K+].[K+].[K+].[CH3:38][O:39][C:40](=[O:50])[CH2:41][C:42]1[CH:47]=[CH:46][C:45](Cl)=[CH:44][C:43]=1[F:49].[CH2:51]([C:53]([C:72]1[CH:77]=[CH:76][C:75]([CH2:78][CH2:79][C:80]2([OH:86])[CH2:85][CH2:84][CH2:83][CH2:82][CH2:81]2)=[C:74]([CH3:87])[CH:73]=1)([C:56]1[CH:61]=[CH:60][C:59](B2OC(C)(C)C(C)(C)O2)=[C:58]([CH3:71])[CH:57]=1)[CH2:54][CH3:55])[CH3:52]. The catalyst is O.C1(C)C=CC=CC=1.C([O-])(=O)C.[Pd+2].C([O-])(=O)C. The product is [CH3:38][O:39][C:40](=[O:50])[CH2:41][C:42]1[CH:47]=[CH:46][C:45]([C:59]2[CH:60]=[CH:61][C:56]([C:53]([CH2:54][CH3:55])([C:72]3[CH:77]=[CH:76][C:75]([CH2:78][CH2:79][C:80]4([OH:86])[CH2:85][CH2:84][CH2:83][CH2:82][CH2:81]4)=[C:74]([CH3:87])[CH:73]=3)[CH2:51][CH3:52])=[CH:57][C:58]=2[CH3:71])=[CH:44][C:43]=1[F:49]. The yield is 0.760. (5) The reactants are [CH3:1][C:2]([CH3:37])([CH3:36])[CH2:3][CH2:4][C@@H:5]([N:12]1[CH2:17][CH2:16][C@@H:15]([CH2:18][C:19]([O:21][CH3:22])=[O:20])[C:14]([F:24])([F:23])[C@@:13]1(O)[C:25]1[CH:30]=[CH:29][C:28]([C:31]([F:34])([F:33])[F:32])=[CH:27][CH:26]=1)[CH2:6][CH2:7][C:8]([F:11])([F:10])[F:9].[Cl-].[NH4+]. The catalyst is C1COCC1. The product is [CH3:1][C:2]([CH3:37])([CH3:36])[CH2:3][CH2:4][C@@H:5]([N:12]1[CH2:17][CH2:16][C@@H:15]([CH2:18][C:19]([O:21][CH3:22])=[O:20])[C:14]([F:24])([F:23])[C@H:13]1[C:25]1[CH:30]=[CH:29][C:28]([C:31]([F:34])([F:32])[F:33])=[CH:27][CH:26]=1)[CH2:6][CH2:7][C:8]([F:9])([F:10])[F:11]. The yield is 0.600. (6) The reactants are COC[O:4][C:5]1[CH:10]=[CH:9][CH:8]=[CH:7][C:6]=1[C:11]([F:14])([F:13])[F:12].C([Li])CCC.Cl.CC([O:25][CH3:26])(C)C.C1C[O:30]CC1. No catalyst specified. The product is [OH:4][C:5]1[C:6]([C:11]([F:12])([F:13])[F:14])=[CH:7][CH:8]=[CH:9][C:10]=1[C:26]([OH:25])=[O:30]. The yield is 0.990. (7) The reactants are [N:1]1[C:10]2[CH2:9][CH2:8][CH2:7][CH2:6][C:5]=2[N:4]=[CH:3][CH:2]=1.[Br:11]NC(=O)CCC(N)=O.C(=O)(O)[O-].[Na+]. The catalyst is C(Cl)(Cl)(Cl)Cl.C(OOC(=O)C1C=CC=CC=1)(=O)C1C=CC=CC=1. The product is [Br:11][CH:9]1[CH2:8][CH2:7][CH2:6][C:5]2[N:4]=[CH:3][CH:2]=[N:1][C:10]1=2. The yield is 0.540. (8) The reactants are [Br:1][C:2]1[CH:3]=[C:4]([N+:12]([O-:14])=[O:13])[C:5]([CH3:11])=[C:6]([CH:10]=1)[C:7]([OH:9])=[O:8].[C:15](=O)([O-])[O-].[Na+].[Na+].CI. The catalyst is CN(C=O)C. The product is [Br:1][C:2]1[CH:3]=[C:4]([N+:12]([O-:14])=[O:13])[C:5]([CH3:11])=[C:6]([CH:10]=1)[C:7]([O:9][CH3:15])=[O:8]. The yield is 0.970. (9) The reactants are [Cl-].O[NH3+:3].[C:4](=[O:7])([O-])[OH:5].[Na+].CS(C)=O.[CH2:13]([C:17]1[N:18]([CH2:34][C:35]2[CH:40]=[CH:39][C:38]([C:41]3[C:42]([C:47]#[N:48])=[CH:43][CH:44]=[CH:45][CH:46]=3)=[CH:37][CH:36]=2)[C:19](=[O:33])[C:20]([C:24]2[CH:25]=[CH:26][C:27]3[O:31][CH2:30][CH2:29][C:28]=3[CH:32]=2)=[C:21]([CH3:23])[N:22]=1)[CH2:14][CH2:15][CH3:16]. The catalyst is O. The product is [CH2:13]([C:17]1[N:18]([CH2:34][C:35]2[CH:36]=[CH:37][C:38]([C:41]3[CH:46]=[CH:45][CH:44]=[CH:43][C:42]=3[C:47]3[NH:3][C:4](=[O:7])[O:5][N:48]=3)=[CH:39][CH:40]=2)[C:19](=[O:33])[C:20]([C:24]2[CH:25]=[CH:26][C:27]3[O:31][CH2:30][CH2:29][C:28]=3[CH:32]=2)=[C:21]([CH3:23])[N:22]=1)[CH2:14][CH2:15][CH3:16]. The yield is 0.740.